Dataset: Catalyst prediction with 721,799 reactions and 888 catalyst types from USPTO. Task: Predict which catalyst facilitates the given reaction. (1) The catalyst class is: 849. Reactant: [N+:1]([C:4]1[CH:12]=[C:11]([CH:13]=[CH:14][CH2:15][CH2:16][C:17]2[CH:22]=[CH:21][CH:20]=[CH:19][CH:18]=2)[CH:10]=[CH:9][C:5]=1[C:6]([O-:8])=[O:7])([O-])=O. Product: [NH2:1][C:4]1[CH:12]=[C:11]([CH2:13][CH2:14][CH2:15][CH2:16][C:17]2[CH:22]=[CH:21][CH:20]=[CH:19][CH:18]=2)[CH:10]=[CH:9][C:5]=1[C:6]([O:8][C:5]([CH3:9])([CH3:6])[CH3:4])=[O:7]. (2) Reactant: [F:1][C:2]1[CH:34]=[CH:33][C:5]([CH2:6][N:7]2[C:11]3[CH:12]=[N:13][C:14]4[C:15](=[O:29])[N:16]([O:20][CH2:21][O:22][CH2:23][CH2:24][Si:25]([CH3:28])([CH3:27])[CH3:26])[CH2:17][CH2:18][C:19]=4[C:10]=3[C:9]([CH2:30][CH:31]=[O:32])=[CH:8]2)=[CH:4][CH:3]=1.[BH4-].[Na+]. Product: [F:1][C:2]1[CH:3]=[CH:4][C:5]([CH2:6][N:7]2[C:11]3[CH:12]=[N:13][C:14]4[C:15](=[O:29])[N:16]([O:20][CH2:21][O:22][CH2:23][CH2:24][Si:25]([CH3:26])([CH3:27])[CH3:28])[CH2:17][CH2:18][C:19]=4[C:10]=3[C:9]([CH2:30][CH2:31][OH:32])=[CH:8]2)=[CH:33][CH:34]=1. The catalyst class is: 5.